Dataset: Full USPTO retrosynthesis dataset with 1.9M reactions from patents (1976-2016). Task: Predict the reactants needed to synthesize the given product. (1) Given the product [CH2:11]([O:15][CH2:4][CH2:3][CH2:2][C:1]([OH:5])=[O:6])[CH:10]=[CH2:13], predict the reactants needed to synthesize it. The reactants are: [C:1]1(=[O:6])[O:5][CH2:4][CH2:3][CH2:2]1.[Cl-].[Li+].C[C:10]([CH3:13])([O-])[CH3:11].[Li+].[OH-:15].[Na+]. (2) Given the product [Cl:33][C:26]1[CH:27]=[N+:28]([O-:32])[CH:29]=[C:30]([Cl:31])[C:25]=1[CH2:24][C@@H:23]([C:34]1[CH:39]=[CH:38][C:37]([O:40][CH:41]([F:42])[F:43])=[C:36]([O:44][CH2:45][CH:46]2[CH2:47][CH2:48]2)[CH:35]=1)[O:22][C:20](=[O:21])[CH2:19][S:18][C:16](=[O:17])[C:15]1[CH:49]=[CH:50][C:51]([O:52][CH3:53])=[C:13]([NH:8][S:9]([CH3:12])(=[O:11])=[O:10])[CH:14]=1, predict the reactants needed to synthesize it. The reactants are: C(OC([N:8]([C:13]1[CH:14]=[C:15]([CH:49]=[CH:50][C:51]=1[O:52][CH3:53])[C:16]([S:18][CH2:19][C:20]([O:22][C@H:23]([C:34]1[CH:39]=[CH:38][C:37]([O:40][CH:41]([F:43])[F:42])=[C:36]([O:44][CH2:45][CH:46]2[CH2:48][CH2:47]2)[CH:35]=1)[CH2:24][C:25]1[C:30]([Cl:31])=[CH:29][N+:28]([O-:32])=[CH:27][C:26]=1[Cl:33])=[O:21])=[O:17])[S:9]([CH3:12])(=[O:11])=[O:10])=O)(C)(C)C. (3) The reactants are: C([O:8][C:9]1[CH:14]=[CH:13][CH:12]=[CH:11][C:10]=1[CH:15]=[CH:16][CH2:17][CH2:18][OH:19])C1C=CC=CC=1. Given the product [OH:8][C:9]1[CH:14]=[CH:13][CH:12]=[CH:11][C:10]=1[CH2:15][CH2:16][CH2:17][CH2:18][OH:19], predict the reactants needed to synthesize it. (4) Given the product [CH:20]1([N:19]([CH:23]2[CH2:25][CH2:24]2)[C:5]2[CH:4]=[CH:3][C:2]([C:29]3[C:30]([C:31]([OH:33])=[O:32])=[CH:34][CH:35]=[C:36]([F:38])[CH:37]=3)=[CH:7][C:6]=2[NH:8][C:9]([NH:11][C:12]2[CH:17]=[CH:16][C:15]([CH3:18])=[CH:14][CH:13]=2)=[O:10])[CH2:22][CH2:21]1, predict the reactants needed to synthesize it. The reactants are: Br[C:2]1[CH:3]=[CH:4][C:5]([N:19]([CH:23]2[CH2:25][CH2:24]2)[CH:20]2[CH2:22][CH2:21]2)=[C:6]([NH:8][C:9]([NH:11][C:12]2[CH:17]=[CH:16][C:15]([CH3:18])=[CH:14][CH:13]=2)=[O:10])[CH:7]=1.B([C:29]1[CH:37]=[C:36]([F:38])[CH:35]=[CH:34][C:30]=1[C:31]([OH:33])=[O:32])(O)O.C(=O)([O-])[O-].[K+].[K+]. (5) The reactants are: [O:1]1[CH2:6][CH2:5][N:4]([CH2:7][CH2:8][O:9][NH2:10])[CH2:3][CH2:2]1.[NH2:11][C:12]1[N:13]=[C:14]([CH3:31])[C:15]2[C:21](=S)[NH:20][C@@H:19]([C:23]3[CH:28]=[CH:27][C:26]([F:29])=[CH:25][C:24]=3[Br:30])[CH2:18][C:16]=2[N:17]=1. Given the product [O:1]1[CH2:6][CH2:5][N:4]([CH2:7][CH2:8][O:9]/[N:10]=[C:21]2\[NH:20][C@@H:19]([C:23]3[CH:28]=[CH:27][C:26]([F:29])=[CH:25][C:24]=3[Br:30])[CH2:18][C:16]3[N:17]=[C:12]([NH2:11])[N:13]=[C:14]([CH3:31])[C:15]\2=3)[CH2:3][CH2:2]1, predict the reactants needed to synthesize it.